From a dataset of Reaction yield outcomes from USPTO patents with 853,638 reactions. Predict the reaction yield, written as a fraction of the theoretical maximum amount of product (1.0 means a 100% yield; for example, 0.34 means a 34% yield). (1) The reactants are [CH3:1][C:2]([S:5]([NH2:7])=[O:6])([CH3:4])[CH3:3].[O:8]1[CH2:11][C:10](=O)[CH2:9]1. The catalyst is C1COCC1. The product is [CH3:1][C:2]([S:5]([N:7]=[C:10]1[CH2:11][O:8][CH2:9]1)=[O:6])([CH3:4])[CH3:3]. The yield is 0.480. (2) The reactants are [H-].[Na+].[CH2:3]([OH:10])[C:4]1[CH:9]=[CH:8][CH:7]=[CH:6][CH:5]=1.Cl[CH2:12][C:13](=[O:20])[CH2:14][C:15]([O:17][CH2:18][CH3:19])=[O:16]. The catalyst is C1COCC1. The product is [CH2:3]([O:10][CH2:12][C:13](=[O:20])[CH2:14][C:15]([O:17][CH2:18][CH3:19])=[O:16])[C:4]1[CH:9]=[CH:8][CH:7]=[CH:6][CH:5]=1. The yield is 0.930. (3) The reactants are [OH:1][C@H:2]1[C@@H:7]([OH:8])[C@H:6]([OH:9])[C@@H:5]([CH2:10][OH:11])[O:4][C@@H:3]1[C:12]1[CH:13]=[C:14]([C:18]2[CH:23]=[C:22]([C:24](O)=[O:25])[CH:21]=[C:20]([C:27]([OH:29])=O)[CH:19]=2)[CH:15]=[CH:16][CH:17]=1.CN.[CH3:32][N:33](C(ON1N=NC2C=CC=NC1=2)=[N+](C)C)C.F[P-](F)(F)(F)(F)F.C[CH2:57][N:58](C(C)C)C(C)C. The catalyst is CN(C=O)C. The product is [CH3:32][NH:33][C:27]([C:20]1[CH:19]=[C:18]([C:14]2[CH:15]=[CH:16][CH:17]=[C:12]([C@@H:3]3[C@@H:2]([OH:1])[C@@H:7]([OH:8])[C@H:6]([OH:9])[C@@H:5]([CH2:10][OH:11])[O:4]3)[CH:13]=2)[CH:23]=[C:22]([C:24]([NH:58][CH3:57])=[O:25])[CH:21]=1)=[O:29]. The yield is 0.330. (4) The yield is 0.800. The product is [NH2:5][C:4]1[S:6][N:1]=[C:2]([CH3:9])[C:3]=1[C:7]#[N:8]. The catalyst is CO. The reactants are [NH2:1]/[C:2](/[CH3:9])=[C:3](\[C:7]#[N:8])/[C:4](=[S:6])[NH2:5].OO. (5) The reactants are [NH3:1].[Br:2][C:3]1[N:4]=[C:5](Br)[C:6]2[N:7]([N:9]=[C:10]([C:12]3[O:13][CH:14]=[CH:15][CH:16]=3)[N:11]=2)[CH:8]=1. The catalyst is O1CCOCC1. The product is [Br:2][C:3]1[N:4]=[C:5]([NH2:1])[C:6]2[N:7]([N:9]=[C:10]([C:12]3[O:13][CH:14]=[CH:15][CH:16]=3)[N:11]=2)[CH:8]=1. The yield is 0.990. (6) The reactants are [CH3:1][CH:2]1[CH2:7][N:6](C(OCC2C=CC=CC=2)=O)[CH2:5][CH2:4][N:3]1[C:18]([O:20][C:21]([CH3:24])([CH3:23])[CH3:22])=[O:19]. The catalyst is CO.[Pd]. The product is [CH3:1][CH:2]1[CH2:7][NH:6][CH2:5][CH2:4][N:3]1[C:18]([O:20][C:21]([CH3:22])([CH3:24])[CH3:23])=[O:19]. The yield is 0.970. (7) The reactants are [F:1][C:2]([F:13])([F:12])[C:3]1[N:8]=[CH:7][C:6](B(O)O)=[CH:5][N:4]=1.Br[C:15]1[CH:20]=[C:19]([CH3:21])[N:18]=[C:17]([CH2:22][NH:23][C:24]([C@@H:26]2[CH2:30][C@@H:29]([F:31])[CH2:28][N:27]2[C:32]([O:34][C:35]([CH3:38])([CH3:37])[CH3:36])=[O:33])=[O:25])[CH:16]=1.C(=O)([O-])[O-].[Cs+].[Cs+]. The catalyst is C(#N)C.O.C1C=CC(P(C2C=CC=CC=2)[C-]2C=CC=C2)=CC=1.C1C=CC(P(C2C=CC=CC=2)[C-]2C=CC=C2)=CC=1.Cl[Pd]Cl.[Fe+2].ClCCl. The product is [F:31][C@H:29]1[CH2:28][N:27]([C:32]([O:34][C:35]([CH3:36])([CH3:38])[CH3:37])=[O:33])[C@H:26]([C:24](=[O:25])[NH:23][CH2:22][C:17]2[CH:16]=[C:15]([C:6]3[CH:5]=[N:4][C:3]([C:2]([F:13])([F:12])[F:1])=[N:8][CH:7]=3)[CH:20]=[C:19]([CH3:21])[N:18]=2)[CH2:30]1. The yield is 0.486.